From a dataset of Forward reaction prediction with 1.9M reactions from USPTO patents (1976-2016). Predict the product of the given reaction. Given the reactants [C:1]([O:5][C:6]([N:8]1[CH2:12][CH2:11][CH2:10][CH:9]1[CH2:13][NH:14][S:15]([CH:18]1[CH2:20][CH2:19]1)(=[O:17])=[O:16])=[O:7])([CH3:4])([CH3:3])[CH3:2].[H-].[Na+].[CH3:23]I, predict the reaction product. The product is: [C:1]([O:5][C:6]([N:8]1[CH2:12][CH2:11][CH2:10][CH:9]1[CH2:13][N:14]([S:15]([CH:18]1[CH2:19][CH2:20]1)(=[O:16])=[O:17])[CH3:23])=[O:7])([CH3:4])([CH3:2])[CH3:3].